From a dataset of Peptide-MHC class I binding affinity with 185,985 pairs from IEDB/IMGT. Regression. Given a peptide amino acid sequence and an MHC pseudo amino acid sequence, predict their binding affinity value. This is MHC class I binding data. (1) The peptide sequence is FRLMRTNFL. The MHC is HLA-B44:02 with pseudo-sequence HLA-B44:02. The binding affinity (normalized) is 0.0847. (2) The peptide sequence is HPKLRPILL. The binding affinity (normalized) is 0.0847. The MHC is HLA-B51:01 with pseudo-sequence HLA-B51:01.